Dataset: Reaction yield outcomes from USPTO patents with 853,638 reactions. Task: Predict the reaction yield, written as a fraction of the theoretical maximum amount of product (1.0 means a 100% yield; for example, 0.34 means a 34% yield). The reactants are C([O:3][C:4]([C:6]1[C:18]2[CH2:17][CH2:16][C:15]3[CH:14]=[N:13][CH:12]=[CH:11][C:10]=3[C:9]=2[NH:8][CH:7]=1)=[O:5])C.[OH-].[K+]. The catalyst is C(O)C. The product is [NH:8]1[C:9]2[C:10]3[CH:11]=[CH:12][N:13]=[CH:14][C:15]=3[CH2:16][CH2:17][C:18]=2[C:6]([C:4]([OH:5])=[O:3])=[CH:7]1. The yield is 0.560.